This data is from NCI-60 drug combinations with 297,098 pairs across 59 cell lines. The task is: Regression. Given two drug SMILES strings and cell line genomic features, predict the synergy score measuring deviation from expected non-interaction effect. (1) Drug 1: C1=CC(=CC=C1CCC2=CNC3=C2C(=O)NC(=N3)N)C(=O)NC(CCC(=O)O)C(=O)O. Drug 2: CC1C(C(CC(O1)OC2CC(OC(C2O)C)OC3=CC4=CC5=C(C(=O)C(C(C5)C(C(=O)C(C(C)O)O)OC)OC6CC(C(C(O6)C)O)OC7CC(C(C(O7)C)O)OC8CC(C(C(O8)C)O)(C)O)C(=C4C(=C3C)O)O)O)O. Cell line: MDA-MB-231. Synergy scores: CSS=7.11, Synergy_ZIP=-0.648, Synergy_Bliss=0.470, Synergy_Loewe=-2.50, Synergy_HSA=-0.140. (2) Drug 2: C1CN(P(=O)(OC1)NCCCl)CCCl. Synergy scores: CSS=-5.21, Synergy_ZIP=5.42, Synergy_Bliss=5.95, Synergy_Loewe=-4.20, Synergy_HSA=-4.27. Drug 1: CC1=C(C=C(C=C1)NC(=O)C2=CC=C(C=C2)CN3CCN(CC3)C)NC4=NC=CC(=N4)C5=CN=CC=C5. Cell line: MDA-MB-435. (3) Drug 1: C1=CN(C=N1)CC(O)(P(=O)(O)O)P(=O)(O)O. Drug 2: B(C(CC(C)C)NC(=O)C(CC1=CC=CC=C1)NC(=O)C2=NC=CN=C2)(O)O. Cell line: M14. Synergy scores: CSS=26.0, Synergy_ZIP=-2.23, Synergy_Bliss=-1.42, Synergy_Loewe=-2.04, Synergy_HSA=-1.51. (4) Drug 1: CCCCC(=O)OCC(=O)C1(CC(C2=C(C1)C(=C3C(=C2O)C(=O)C4=C(C3=O)C=CC=C4OC)O)OC5CC(C(C(O5)C)O)NC(=O)C(F)(F)F)O. Drug 2: CC=C1C(=O)NC(C(=O)OC2CC(=O)NC(C(=O)NC(CSSCCC=C2)C(=O)N1)C(C)C)C(C)C. Cell line: HL-60(TB). Synergy scores: CSS=79.1, Synergy_ZIP=1.46, Synergy_Bliss=2.27, Synergy_Loewe=1.20, Synergy_HSA=2.25. (5) Drug 1: CC12CCC3C(C1CCC2=O)CC(=C)C4=CC(=O)C=CC34C. Drug 2: CC(C)(C#N)C1=CC(=CC(=C1)CN2C=NC=N2)C(C)(C)C#N. Cell line: PC-3. Synergy scores: CSS=44.5, Synergy_ZIP=0.663, Synergy_Bliss=0.434, Synergy_Loewe=1.17, Synergy_HSA=0.728. (6) Drug 1: CCC1=CC2CC(C3=C(CN(C2)C1)C4=CC=CC=C4N3)(C5=C(C=C6C(=C5)C78CCN9C7C(C=CC9)(C(C(C8N6C)(C(=O)OC)O)OC(=O)C)CC)OC)C(=O)OC.C(C(C(=O)O)O)(C(=O)O)O. Drug 2: CC1=C(C=C(C=C1)C(=O)NC2=CC(=CC(=C2)C(F)(F)F)N3C=C(N=C3)C)NC4=NC=CC(=N4)C5=CN=CC=C5. Cell line: HOP-92. Synergy scores: CSS=36.0, Synergy_ZIP=-1.19, Synergy_Bliss=3.26, Synergy_Loewe=-2.39, Synergy_HSA=4.16. (7) Drug 1: CC1=C2C(C(=O)C3(C(CC4C(C3C(C(C2(C)C)(CC1OC(=O)C(C(C5=CC=CC=C5)NC(=O)OC(C)(C)C)O)O)OC(=O)C6=CC=CC=C6)(CO4)OC(=O)C)OC)C)OC. Drug 2: C1=NC2=C(N1)C(=S)N=CN2. Cell line: HS 578T. Synergy scores: CSS=51.6, Synergy_ZIP=-1.51, Synergy_Bliss=-4.85, Synergy_Loewe=-8.92, Synergy_HSA=-1.09.